Dataset: Full USPTO retrosynthesis dataset with 1.9M reactions from patents (1976-2016). Task: Predict the reactants needed to synthesize the given product. (1) Given the product [Cl:1][C:2]1[CH:31]=[CH:30][C:5]([CH2:6][NH:7][C:8]2[N:13]=[C:12]([O:14][CH2:15][C:16]([F:17])([F:18])[F:19])[N:11]=[C:10]([NH:20][C:21]3[CH:22]=[CH:23][C:24]([C:25]([NH:32][CH2:33][CH2:34][CH2:35][CH2:36][NH:37][C:38]([NH2:40])=[NH:39])=[O:26])=[CH:28][CH:29]=3)[N:9]=2)=[CH:4][CH:3]=1, predict the reactants needed to synthesize it. The reactants are: [Cl:1][C:2]1[CH:31]=[CH:30][C:5]([CH2:6][NH:7][C:8]2[N:13]=[C:12]([O:14][CH2:15][C:16]([F:19])([F:18])[F:17])[N:11]=[C:10]([NH:20][C:21]3[CH:29]=[CH:28][C:24]([C:25](Cl)=[O:26])=[CH:23][CH:22]=3)[N:9]=2)=[CH:4][CH:3]=1.[NH2:32][CH2:33][CH2:34][CH2:35][CH2:36][NH:37][C:38]([NH2:40])=[NH:39]. (2) Given the product [C:1]([C@@H:4]1[O:21][CH2:20][C@:7]2([C:22]3[CH:27]=[CH:26][C:25]([F:28])=[CH:24][C:23]=3[F:29])[N:8]=[C:9]([NH:12][C:13](=[O:19])[O:14][C:15]([CH3:17])([CH3:18])[CH3:16])[S:10][CH2:11][C@@H:6]2[CH2:5]1)(=[S:39])[NH2:2], predict the reactants needed to synthesize it. The reactants are: [C:1]([C@@H:4]1[O:21][CH2:20][C@:7]2([C:22]3[CH:27]=[CH:26][C:25]([F:28])=[CH:24][C:23]=3[F:29])[N:8]=[C:9]([NH:12][C:13](=[O:19])[O:14][C:15]([CH3:18])([CH3:17])[CH3:16])[S:10][CH2:11][C@@H:6]2[CH2:5]1)(=O)[NH2:2].COC1C=CC(P2(=S)SP(C3C=CC(OC)=CC=3)(=S)[S:39]2)=CC=1. (3) Given the product [CH:26]1([C:24]2[NH:23][N:22]=[C:21]([NH:20][C:18]3[C:17]([CH2:29][CH2:30][CH2:31][OH:32])=[CH:16][N:15]=[C:14]([C:11]4[S:10][C:9]([S:6]([NH2:5])(=[O:8])=[O:7])=[CH:13][CH:12]=4)[N:19]=3)[CH:25]=2)[CH2:28][CH2:27]1, predict the reactants needed to synthesize it. The reactants are: C([NH:5][S:6]([C:9]1[S:10][C:11]([C:14]2[N:19]=[C:18]([NH:20][C:21]3[CH:25]=[C:24]([CH:26]4[CH2:28][CH2:27]4)[NH:23][N:22]=3)[C:17]([CH2:29][CH2:30][CH2:31][OH:32])=[CH:16][N:15]=2)=[CH:12][CH:13]=1)(=[O:8])=[O:7])(C)(C)C.C([O-])([O-])=O.[K+].[K+]. (4) The reactants are: [OH:1][C@H:2]1[CH2:6][N:5]([C:7](=[O:15])[CH2:8][C:9]2[O:13][N:12]=[C:11]([CH3:14])[CH:10]=2)[C@H:4]([C:16]([OH:18])=O)[CH2:3]1.[NH:19]1[CH:23]=[CH:22][C:21]([C:24]2[CH:29]=[CH:28][C:27]([CH2:30][NH2:31])=[CH:26][CH:25]=2)=[CH:20]1.C(Cl)CCl.C1C=CC2N(O)N=NC=2C=1.CCN(C(C)C)C(C)C.[Cl-].[Na+]. Given the product [NH:19]1[CH:23]=[CH:22][C:21]([C:24]2[CH:29]=[CH:28][C:27]([CH2:30][NH:31][C:16]([C@@H:4]3[CH2:3][C@@H:2]([OH:1])[CH2:6][N:5]3[C:7](=[O:15])[CH2:8][C:9]3[O:13][N:12]=[C:11]([CH3:14])[CH:10]=3)=[O:18])=[CH:26][CH:25]=2)=[CH:20]1, predict the reactants needed to synthesize it. (5) Given the product [O:12]=[C:7]1[CH:6]=[CH:5][C:4]2[C:9](=[CH:10][CH:11]=[C:2]([S:18]([Cl:13])(=[O:20])=[O:19])[CH:3]=2)[NH:8]1, predict the reactants needed to synthesize it. The reactants are: N[C:2]1[CH:3]=[C:4]2[C:9](=[CH:10][CH:11]=1)[NH:8][C:7](=[O:12])[CH:6]=[CH:5]2.[ClH:13].N([O-])=O.[Na+].[S:18](=[O:20])=[O:19]. (6) Given the product [C:52]([O:55][CH2:56][C:57]([N:39]1[CH2:38][CH2:37][CH:36]([N:33]2[CH2:34][CH2:35][CH:30]([C:28]3[O:27][N:26]=[C:25]([N:23]4[C:24]5[C:20](=[CH:19][CH:18]=[C:17]([O:45][CH3:46])[C:16]=5[F:15])[C:21]([CH:42]([CH3:44])[CH3:43])=[N:22]4)[N:29]=3)[CH2:31][CH2:32]2)[CH2:41][CH2:40]1)=[O:58])(=[O:54])[CH3:53], predict the reactants needed to synthesize it. The reactants are: FC(F)(F)C(O)=O.FC(F)(F)C(O)=O.[F:15][C:16]1[C:17]([O:45][CH3:46])=[CH:18][CH:19]=[C:20]2[C:24]=1[N:23]([C:25]1[N:29]=[C:28]([CH:30]3[CH2:35][CH2:34][N:33]([CH:36]4[CH2:41][CH2:40][NH:39][CH2:38][CH2:37]4)[CH2:32][CH2:31]3)[O:27][N:26]=1)[N:22]=[C:21]2[CH:42]([CH3:44])[CH3:43].C(=O)(O)[O-].[Na+].[C:52]([O:55][CH2:56][C:57](Cl)=[O:58])(=[O:54])[CH3:53].